This data is from Full USPTO retrosynthesis dataset with 1.9M reactions from patents (1976-2016). The task is: Predict the reactants needed to synthesize the given product. (1) Given the product [Br:7][C:8]1[CH:13]=[C:12]2[C:11](=[C:10]([F:19])[CH:9]=1)[C:14](=[O:18])[CH2:15][CH2:16]2, predict the reactants needed to synthesize it. The reactants are: [Cl-].[Na+].[Cl-].[Cl-].[Cl-].[Al+3].[Br:7][C:8]1[CH:13]=[CH:12][C:11]([C:14](=[O:18])[CH2:15][CH2:16]Cl)=[C:10]([F:19])[CH:9]=1. (2) Given the product [NH2:1][C:2]1[N:7]=[C:6]([N:8]2[CH2:20][CH2:19][C:11]3([CH2:15][N:14]([C:41]([O:43][C:44]([CH3:47])([CH3:46])[CH3:45])=[O:40])[C@H:13]([C:16]([OH:18])=[O:17])[CH2:12]3)[CH2:10][CH2:9]2)[CH:5]=[C:4]([O:21][C@H:22]([C:27]2[CH:32]=[CH:31][C:30]([Cl:33])=[CH:29][C:28]=2[N:34]2[CH:38]=[CH:37][C:36]([CH3:39])=[N:35]2)[C:23]([F:25])([F:24])[F:26])[N:3]=1, predict the reactants needed to synthesize it. The reactants are: [NH2:1][C:2]1[N:7]=[C:6]([N:8]2[CH2:20][CH2:19][C:11]3([CH2:15][NH:14][C@H:13]([C:16]([OH:18])=[O:17])[CH2:12]3)[CH2:10][CH2:9]2)[CH:5]=[C:4]([O:21][C@H:22]([C:27]2[CH:32]=[CH:31][C:30]([Cl:33])=[CH:29][C:28]=2[N:34]2[CH:38]=[CH:37][C:36]([CH3:39])=[N:35]2)[C:23]([F:26])([F:25])[F:24])[N:3]=1.[O:40](C(OC(C)(C)C)=O)[C:41]([O:43][C:44]([CH3:47])([CH3:46])[CH3:45])=O.Cl. (3) Given the product [C:56]([OH:62])([C:58]([F:61])([F:60])[F:59])=[O:57].[OH2:4].[Cl:66][C:47]1[CH:48]=[CH:49][C:44]([NH:43][C:42](=[O:50])/[CH:41]=[CH:40]/[C@:23]23[CH2:35][C:34](=[O:36])[C:33]([CH:37]([CH3:38])[CH3:39])=[C:24]2[C@@H:25]2[C@@:20]([CH3:51])([CH2:21][CH2:22]3)[C@@:19]3([CH3:52])[C@@H:28]([C@:29]4([CH3:32])[C@@H:16]([CH2:17][CH2:18]3)[C:15]([CH3:54])([CH3:53])[C@@H:14]([O:13][C:11](=[O:12])[CH2:10][C:2]([CH3:55])([CH3:1])[C:3]([OH:5])=[O:4])[CH2:31][CH2:30]4)[CH2:27][CH2:26]2)=[N:45][CH:46]=1.[F:59][C:58]([F:61])([F:60])[C:56]([OH:62])=[O:57], predict the reactants needed to synthesize it. The reactants are: [CH3:1][C:2]([CH3:55])([CH2:10][C:11]([O:13][C@H:14]1[CH2:31][CH2:30][C@@:29]2([CH3:32])[C@@H:16]([CH2:17][CH2:18][C@:19]3([CH3:52])[C@@H:28]2[CH2:27][CH2:26][C@H:25]2[C@@:20]3([CH3:51])[CH2:21][CH2:22][C@@:23]3(/[CH:40]=[CH:41]/[C:42](=[O:50])[NH:43][C:44]4[CH:49]=[CH:48][CH:47]=[CH:46][N:45]=4)[CH2:35][C:34](=[O:36])[C:33]([CH:37]([CH3:39])[CH3:38])=[C:24]32)[C:15]1([CH3:54])[CH3:53])=[O:12])[C:3]([O:5]C(C)(C)C)=[O:4].[C:56]([OH:62])([C:58]([F:61])([F:60])[F:59])=[O:57].CC#N.[Cl:66]CCl. (4) Given the product [C:5]1([C:2]2[CH:3]=[N:4][C:5]3[C:10]([C:11]=2[C:28]2[CH:19]=[CH:20][CH:21]=[CH:22][CH:23]=2)=[CH:9][CH:8]=[CH:7][C:6]=3[C:13]([F:16])([F:15])[F:14])[CH:10]=[CH:9][CH:8]=[CH:7][CH:6]=1, predict the reactants needed to synthesize it. The reactants are: Br[C:2]1[CH:3]=[N:4][C:5]2[C:10]([C:11]=1O)=[CH:9][CH:8]=[CH:7][C:6]=2[C:13]([F:16])([F:15])[F:14].FC(F)(F)[C:19]1[CH:20]=[CH:21][CH:22]=[C:23]2[C:28]=1N=CC=C2O.BrBr.[OH-].[Na+]. (5) Given the product [Cl:39][C:34]1[CH:35]=[CH:36][CH:37]=[CH:38][C:33]=1[CH:8]([C:3]1[CH:4]=[CH:5][CH:6]=[CH:7][C:2]=1[Cl:1])[C:9]1[S:13][C:12]([C:14]([NH:16][C@@H:17]([CH2:22][CH2:23][CH2:24][NH:25][C:26]([O:28][C:29]([CH3:31])([CH3:32])[CH3:30])=[O:27])[C:18]([OH:20])=[O:19])=[O:15])=[CH:11][CH:10]=1, predict the reactants needed to synthesize it. The reactants are: [Cl:1][C:2]1[CH:7]=[CH:6][CH:5]=[CH:4][C:3]=1[CH:8]([C:33]1[CH:38]=[CH:37][CH:36]=[CH:35][C:34]=1[Cl:39])[C:9]1[S:13][C:12]([C:14]([NH:16][C@@H:17]([CH2:22][CH2:23][CH2:24][NH:25][C:26]([O:28][C:29]([CH3:32])([CH3:31])[CH3:30])=[O:27])[C:18]([O:20]C)=[O:19])=[O:15])=[CH:11][CH:10]=1.